Dataset: Catalyst prediction with 721,799 reactions and 888 catalyst types from USPTO. Task: Predict which catalyst facilitates the given reaction. (1) Reactant: [CH2:1]([O:4][C:5]1[CH:19]=[CH:18][C:8]([C:9]([C:11]2[CH:16]=[CH:15][CH:14]=[CH:13][C:12]=2[OH:17])=O)=[CH:7][CH:6]=1)[CH:2]=[CH2:3].C(N(CC)CC)C.ClC(OC)=O. Product: [CH2:1]([O:4][C:5]1[CH:19]=[CH:18][C:8]([CH2:9][C:11]2[CH:16]=[CH:15][CH:14]=[CH:13][C:12]=2[OH:17])=[CH:7][CH:6]=1)[CH:2]=[CH2:3]. The catalyst class is: 7. (2) Reactant: [H-].[Na+].C(OC(=O)[CH2:7][CH2:8][N:9]([CH2:25][C:26]1[CH:31]=[CH:30][CH:29]=[CH:28][CH:27]=1)[CH2:10][CH:11]([C:17]1[CH:22]=[CH:21][C:20]([Cl:23])=[C:19]([Cl:24])[CH:18]=1)[C:12](OCC)=[O:13])C.O. Product: [CH2:25]([N:9]1[CH2:8][CH2:7][C:12](=[O:13])[CH:11]([C:17]2[CH:22]=[CH:21][C:20]([Cl:23])=[C:19]([Cl:24])[CH:18]=2)[CH2:10]1)[C:26]1[CH:27]=[CH:28][CH:29]=[CH:30][CH:31]=1. The catalyst class is: 234. (3) Reactant: COC1C=C(OC)C=CC=1C[N:6]([C:19]1[S:20][CH:21]=[CH:22][N:23]=1)[S:7]([C:10]1[CH:11]=[C:12]([CH:16]=[CH:17][CH:18]=1)[C:13]([OH:15])=O)(=[O:9])=[O:8].CCN(CC)CC.Cl.CN(C)CCCN=C=NCC.O.ON1C2C=CC=CC=2N=N1.[F:60][C:61]([F:71])([F:70])[C:62]1[CH:69]=[CH:68][C:65]([CH2:66][NH2:67])=[CH:64][CH:63]=1. Product: [S:20]1[CH:21]=[CH:22][N:23]=[C:19]1[NH:6][S:7]([C:10]1[CH:11]=[C:12]([CH:16]=[CH:17][CH:18]=1)[C:13]([NH:67][CH2:66][C:65]1[CH:64]=[CH:63][C:62]([C:61]([F:60])([F:70])[F:71])=[CH:69][CH:68]=1)=[O:15])(=[O:8])=[O:9]. The catalyst class is: 1. (4) Reactant: [CH3:1][C:2]1[C:3]([CH:8]2[CH2:14][CH:13]=[CH:12][CH2:11][CH:10]([C:15]3[C:20]([CH3:21])=[CH:19][CH:18]=[CH:17][N:16]=3)[N:9]2C(=O)C(F)(F)F)=[N:4][CH:5]=[CH:6][CH:7]=1.Cl. Product: [CH3:1][C:2]1[C:3]([CH:8]2[CH2:14][CH:13]=[CH:12][CH2:11][CH:10]([C:15]3[C:20]([CH3:21])=[CH:19][CH:18]=[CH:17][N:16]=3)[NH:9]2)=[N:4][CH:5]=[CH:6][CH:7]=1. The catalyst class is: 5. (5) Reactant: [H-].[Na+].F[C:4]1[CH:5]=[CH:6][C:7]([N:10]([CH2:20][C:21]2[CH:30]=[CH:29][C:24]([C:25]([O:27][CH3:28])=[O:26])=[CH:23][CH:22]=2)[C:11]2[S:15][N:14]=[C:13](C(F)(F)F)[N:12]=2)=[N:8][CH:9]=1.BrC[C:33]1[CH:42]=[CH:41][C:36](C(OC)=O)=[CH:35][C:34]=1[F:43].[CH3:44]N(C=O)C. Product: [F:43][C:34]1[CH:35]=[CH:36][C:41]([C:5]2[CH:4]=[CH:9][N:8]=[C:7]([N:10]([CH2:20][C:21]3[CH:30]=[CH:29][C:24]([C:25]([O:27][CH3:28])=[O:26])=[CH:23][CH:22]=3)[C:11]3[S:15][N:14]=[C:13]([CH3:44])[N:12]=3)[CH:6]=2)=[CH:42][CH:33]=1. The catalyst class is: 170.